From a dataset of NCI-60 drug combinations with 297,098 pairs across 59 cell lines. Regression. Given two drug SMILES strings and cell line genomic features, predict the synergy score measuring deviation from expected non-interaction effect. (1) Drug 1: CCC1=C2CN3C(=CC4=C(C3=O)COC(=O)C4(CC)O)C2=NC5=C1C=C(C=C5)O. Drug 2: CC(C)NC(=O)C1=CC=C(C=C1)CNNC.Cl. Cell line: BT-549. Synergy scores: CSS=28.8, Synergy_ZIP=-9.51, Synergy_Bliss=-2.90, Synergy_Loewe=-77.0, Synergy_HSA=-2.65. (2) Drug 1: C1CC(=O)NC(=O)C1N2CC3=C(C2=O)C=CC=C3N. Drug 2: C1=CC(=CC=C1C#N)C(C2=CC=C(C=C2)C#N)N3C=NC=N3. Cell line: LOX IMVI. Synergy scores: CSS=1.62, Synergy_ZIP=-3.97, Synergy_Bliss=-7.66, Synergy_Loewe=-4.70, Synergy_HSA=-4.52. (3) Drug 1: CCC1=CC2CC(C3=C(CN(C2)C1)C4=CC=CC=C4N3)(C5=C(C=C6C(=C5)C78CCN9C7C(C=CC9)(C(C(C8N6C)(C(=O)OC)O)OC(=O)C)CC)OC)C(=O)OC.C(C(C(=O)O)O)(C(=O)O)O. Drug 2: CNC(=O)C1=NC=CC(=C1)OC2=CC=C(C=C2)NC(=O)NC3=CC(=C(C=C3)Cl)C(F)(F)F. Cell line: COLO 205. Synergy scores: CSS=61.6, Synergy_ZIP=7.89, Synergy_Bliss=8.46, Synergy_Loewe=2.59, Synergy_HSA=9.27. (4) Drug 1: CC1=C(C(CCC1)(C)C)C=CC(=CC=CC(=CC(=O)O)C)C. Drug 2: CC1C(C(CC(O1)OC2CC(OC(C2O)C)OC3=CC4=CC5=C(C(=O)C(C(C5)C(C(=O)C(C(C)O)O)OC)OC6CC(C(C(O6)C)O)OC7CC(C(C(O7)C)O)OC8CC(C(C(O8)C)O)(C)O)C(=C4C(=C3C)O)O)O)O. Cell line: NCIH23. Synergy scores: CSS=72.9, Synergy_ZIP=2.13, Synergy_Bliss=4.32, Synergy_Loewe=-32.2, Synergy_HSA=2.49. (5) Drug 1: CC=C1C(=O)NC(C(=O)OC2CC(=O)NC(C(=O)NC(CSSCCC=C2)C(=O)N1)C(C)C)C(C)C. Drug 2: CC1CCCC2(C(O2)CC(NC(=O)CC(C(C(=O)C(C1O)C)(C)C)O)C(=CC3=CSC(=N3)C)C)C. Cell line: OVCAR-4. Synergy scores: CSS=45.8, Synergy_ZIP=-4.05, Synergy_Bliss=-5.70, Synergy_Loewe=-6.09, Synergy_HSA=-1.21. (6) Drug 1: CCCS(=O)(=O)NC1=C(C(=C(C=C1)F)C(=O)C2=CNC3=C2C=C(C=N3)C4=CC=C(C=C4)Cl)F. Drug 2: CC1=C2C(C(=O)C3(C(CC4C(C3C(C(C2(C)C)(CC1OC(=O)C(C(C5=CC=CC=C5)NC(=O)C6=CC=CC=C6)O)O)OC(=O)C7=CC=CC=C7)(CO4)OC(=O)C)O)C)OC(=O)C. Cell line: SK-OV-3. Synergy scores: CSS=49.5, Synergy_ZIP=-0.174, Synergy_Bliss=1.84, Synergy_Loewe=-61.4, Synergy_HSA=1.38. (7) Drug 1: CC(CN1CC(=O)NC(=O)C1)N2CC(=O)NC(=O)C2. Drug 2: CNC(=O)C1=NC=CC(=C1)OC2=CC=C(C=C2)NC(=O)NC3=CC(=C(C=C3)Cl)C(F)(F)F. Cell line: SK-MEL-5. Synergy scores: CSS=30.8, Synergy_ZIP=-2.36, Synergy_Bliss=-1.66, Synergy_Loewe=-9.93, Synergy_HSA=-0.923. (8) Drug 1: CC1=CC2C(CCC3(C2CCC3(C(=O)C)OC(=O)C)C)C4(C1=CC(=O)CC4)C. Drug 2: C1=C(C(=O)NC(=O)N1)F. Cell line: NCI/ADR-RES. Synergy scores: CSS=24.3, Synergy_ZIP=-7.37, Synergy_Bliss=-9.10, Synergy_Loewe=-13.5, Synergy_HSA=-8.74. (9) Drug 1: CC1=CC2C(CCC3(C2CCC3(C(=O)C)OC(=O)C)C)C4(C1=CC(=O)CC4)C. Drug 2: C1=CC(=CC=C1CCCC(=O)O)N(CCCl)CCCl. Cell line: HCT116. Synergy scores: CSS=32.2, Synergy_ZIP=-8.57, Synergy_Bliss=-7.93, Synergy_Loewe=-12.9, Synergy_HSA=-6.75.